From a dataset of Reaction yield outcomes from USPTO patents with 853,638 reactions. Predict the reaction yield, written as a fraction of the theoretical maximum amount of product (1.0 means a 100% yield; for example, 0.34 means a 34% yield). (1) The reactants are Cl[C:2]1[C:7]([N+:8]([O-:10])=[O:9])=[C:6]([Cl:11])[N:5]=[C:4]([S:12][CH2:13][CH2:14][CH3:15])[N:3]=1.[NH2:16][C@@H:17]1[CH2:21][C@H:20]([O:22][CH2:23][CH2:24][OH:25])[C@@H:19]([OH:26])[C@H:18]1[OH:27].C(N(CC)CC)C. The catalyst is O1CCCC1.CN1CCCC1=O.C(OCC)(=O)C. The product is [Cl:11][C:6]1[N:5]=[C:4]([S:12][CH2:13][CH2:14][CH3:15])[N:3]=[C:2]([NH:16][C@@H:17]2[CH2:21][C@H:20]([O:22][CH2:23][CH2:24][OH:25])[C@@H:19]([OH:26])[C@H:18]2[OH:27])[C:7]=1[N+:8]([O-:10])=[O:9]. The yield is 0.700. (2) The reactants are Br[C:2]1[CH:3]=[C:4]([CH:23]=[CH:24][CH:25]=1)[O:5][CH2:6][C:7]([NH:9][CH:10]1[CH2:15][CH2:14][N:13]([C:16]([O:18][C:19]([CH3:22])([CH3:21])[CH3:20])=[O:17])[CH2:12][CH2:11]1)=[O:8].[B:26]1([B:26]2[O:30][C:29]([CH3:32])([CH3:31])[C:28]([CH3:34])([CH3:33])[O:27]2)[O:30][C:29]([CH3:32])([CH3:31])[C:28]([CH3:34])([CH3:33])[O:27]1.CC([O-])=O.[K+]. The catalyst is CS(C)=O.O.C1C=CC(P(C2C=CC=CC=2)[C-]2C=CC=C2)=CC=1.C1C=CC(P(C2C=CC=CC=2)[C-]2C=CC=C2)=CC=1.Cl[Pd]Cl.[Fe+2].C(Cl)Cl. The product is [CH3:33][C:28]1([CH3:34])[C:29]([CH3:32])([CH3:31])[O:30][B:26]([C:2]2[CH:3]=[C:4]([CH:23]=[CH:24][CH:25]=2)[O:5][CH2:6][C:7]([NH:9][CH:10]2[CH2:15][CH2:14][N:13]([C:16]([O:18][C:19]([CH3:22])([CH3:21])[CH3:20])=[O:17])[CH2:12][CH2:11]2)=[O:8])[O:27]1. The yield is 0.540. (3) The reactants are [Cl:1][C:2]1[C:3]([CH2:8][NH:9][C:10]([CH:12]2[CH2:20][CH2:19][CH:18]3[N:14]([C:15](=[O:23])[C:16]([CH3:22])([CH3:21])[CH2:17]3)[CH2:13]2)=O)=[N:4][CH:5]=[CH:6][N:7]=1.P(Cl)(Cl)(Cl)(Cl)Cl. The catalyst is CC#N. The product is [Cl:1][C:2]1[C:3]2[N:4]([C:10]([CH:12]3[CH2:20][CH2:19][CH:18]4[N:14]([C:15](=[O:23])[C:16]([CH3:22])([CH3:21])[CH2:17]4)[CH2:13]3)=[N:9][CH:8]=2)[CH:5]=[CH:6][N:7]=1. The yield is 0.528. (4) The reactants are [ClH:1].[N:2]1([NH2:12])[C:11]2[C:6](=[CH:7][CH:8]=[CH:9][CH:10]=2)[CH2:5][CH2:4][CH2:3]1.[C:13]1(=O)[CH2:18][CH2:17][CH2:16][C:15](=[O:19])[CH2:14]1. The catalyst is CC(O)=O.O. The product is [ClH:1].[N:2]1([N:12]=[C:13]2[CH2:18][CH2:17][CH2:16][C:15]([OH:19])=[CH:14]2)[C:11]2[C:6](=[CH:7][CH:8]=[CH:9][CH:10]=2)[CH2:5][CH2:4][CH2:3]1. The yield is 0.690. (5) The reactants are [NH2:1][C:2]1[S:3][C:4]([C:12]2[CH:17]=[CH:16][N:15]([CH3:18])[C:14](=[O:19])[CH:13]=2)=[C:5]([C:7]2[O:8][CH:9]=[CH:10][CH:11]=2)[N:6]=1.[C:20](O)(=[O:27])[C:21]1[CH:26]=[CH:25][N:24]=[CH:23][CH:22]=1.C1CN([P+](ON2N=NC3C=CC=CC2=3)(N2CCCC2)N2CCCC2)CC1.F[P-](F)(F)(F)(F)F.C(N(CC)CC)C. The catalyst is CN(C=O)C.O. The product is [O:8]1[CH:9]=[CH:10][CH:11]=[C:7]1[C:5]1[N:6]=[C:2]([NH:1][C:20]([C:21]2[CH:26]=[CH:25][N:24]=[CH:23][CH:22]=2)=[O:27])[S:3][C:4]=1[C:12]1[CH:17]=[CH:16][N:15]([CH3:18])[C:14](=[O:19])[CH:13]=1. The yield is 0.520. (6) The reactants are C([C:3]1[C:4]([C:15]([OH:17])=[O:16])=[N:5][O:6][C:7]=1[C:8]1[CH:13]=[CH:12][CH:11]=[CH:10][C:9]=1[OH:14])C.C([O-])([O-])=O.[K+].[K+].[C:24](#N)[CH3:25]. No catalyst specified. The product is [CH2:15]([O:14][C:9]1[CH:10]=[CH:11][CH:12]=[CH:13][C:8]=1[C:7]1[O:6][N:5]=[C:4]([C:15]([O:17][CH2:24][CH3:25])=[O:16])[CH:3]=1)[CH2:4][CH2:3][CH2:7][CH2:8][CH3:9]. The yield is 0.870. (7) The yield is 0.760. The reactants are [Na].[CH2:2]([O:4][C:5](=[O:23])[C:6]([O:9][C:10]1[CH:15]=[C:14]([O:16][CH3:17])[C:13]([O:18]C(=O)C)=[CH:12][C:11]=1[CH3:22])([CH3:8])[CH3:7])C. The catalyst is CO. The product is [CH3:2][O:4][C:5](=[O:23])[C:6]([O:9][C:10]1[CH:15]=[C:14]([O:16][CH3:17])[C:13]([OH:18])=[CH:12][C:11]=1[CH3:22])([CH3:8])[CH3:7].